Dataset: Experimentally validated miRNA-target interactions with 360,000+ pairs, plus equal number of negative samples. Task: Binary Classification. Given a miRNA mature sequence and a target amino acid sequence, predict their likelihood of interaction. The miRNA is mmu-miR-1a-3p with sequence UGGAAUGUAAAGAAGUAUGUAU. The protein sequence of the target gene is MNWHFPFFILTTVTLYSVHSQFNSLSLEELGSNTGIQVFNQIIKSRPHENVVVSPHGIASILGMLQLGADGKTKKQLSTVMRYNVNGVGKVLKKINKAIVSKKNKDIVTVANAVFLRNGFKMEVPFAVRNKDVFQCEVQNVNFQDPASASESINFWVKNETRGMIDNLLSPNLIDGALTRLVLVNAVYFKGLWKSRFQPESTKKRTFVAGDGKSYQVPMLAQLSVFRSGSTRTPNGLWYNFIELPYHGESISMLIALPTESSTPLSAIIPHITTKTIDSWMNTMVPKRMQLVLPKFTAVA.... Result: 0 (no interaction).